This data is from NCI-60 drug combinations with 297,098 pairs across 59 cell lines. The task is: Regression. Given two drug SMILES strings and cell line genomic features, predict the synergy score measuring deviation from expected non-interaction effect. (1) Drug 1: CC(C1=C(C=CC(=C1Cl)F)Cl)OC2=C(N=CC(=C2)C3=CN(N=C3)C4CCNCC4)N. Drug 2: C1CC(C1)(C(=O)O)C(=O)O.[NH2-].[NH2-].[Pt+2]. Cell line: NCI/ADR-RES. Synergy scores: CSS=11.0, Synergy_ZIP=-4.61, Synergy_Bliss=2.32, Synergy_Loewe=1.65, Synergy_HSA=1.50. (2) Drug 1: CS(=O)(=O)C1=CC(=C(C=C1)C(=O)NC2=CC(=C(C=C2)Cl)C3=CC=CC=N3)Cl. Synergy scores: CSS=38.3, Synergy_ZIP=-2.14, Synergy_Bliss=-5.94, Synergy_Loewe=-20.1, Synergy_HSA=-5.96. Cell line: CCRF-CEM. Drug 2: C1=CC(=CC=C1CCC2=CNC3=C2C(=O)NC(=N3)N)C(=O)NC(CCC(=O)O)C(=O)O. (3) Drug 1: C1C(C(OC1N2C=C(C(=O)NC2=O)F)CO)O. Drug 2: C1=NC2=C(N1)C(=S)N=CN2. Synergy scores: CSS=43.3, Synergy_ZIP=-3.00, Synergy_Bliss=0.0946, Synergy_Loewe=0.467, Synergy_HSA=4.63. Cell line: KM12. (4) Cell line: HCT-15. Drug 2: CC1C(C(CC(O1)OC2CC(CC3=C2C(=C4C(=C3O)C(=O)C5=C(C4=O)C(=CC=C5)OC)O)(C(=O)CO)O)N)O.Cl. Synergy scores: CSS=39.1, Synergy_ZIP=-7.57, Synergy_Bliss=-8.38, Synergy_Loewe=-1.63, Synergy_HSA=-0.743. Drug 1: CC1=C2C(C(=O)C3(C(CC4C(C3C(C(C2(C)C)(CC1OC(=O)C(C(C5=CC=CC=C5)NC(=O)OC(C)(C)C)O)O)OC(=O)C6=CC=CC=C6)(CO4)OC(=O)C)OC)C)OC.